Predict the reactants needed to synthesize the given product. From a dataset of Full USPTO retrosynthesis dataset with 1.9M reactions from patents (1976-2016). (1) Given the product [Br:1][C:2]1[CH:3]=[C:4]2[C:9]3[NH:10][C:11]4[C:16]([C:17]=3[C:19]([CH3:24])([CH3:18])[O:8][C:5]2=[CH:6][CH:7]=1)=[CH:15][CH:14]=[CH:13][CH:12]=4, predict the reactants needed to synthesize it. The reactants are: [Br:1][C:2]1[CH:7]=[CH:6][C:5]([OH:8])=[C:4]([C:9]2[NH:10][C:11]3[C:16]([CH:17]=2)=[CH:15][CH:14]=[CH:13][CH:12]=3)[CH:3]=1.[CH3:18][C:19]1C=CC(S(O)(=O)=O)=C[CH:24]=1. (2) Given the product [NH:26]1[C:13]([C:10]2[CH:11]=[C:12]3[C:7](=[CH:8][CH:9]=2)[NH:6][C:5]([C:15]2[C:16](=[O:25])[NH:17][C:18]4[C:23]([N:24]=2)=[CH:22][CH:21]=[CH:20][CH:19]=4)=[C:4]3[N+:1]([O-:3])=[O:2])=[N:14][NH:28][NH:27]1, predict the reactants needed to synthesize it. The reactants are: [N+:1]([C:4]1[C:12]2[C:7](=[CH:8][CH:9]=[C:10]([C:13]#[N:14])[CH:11]=2)[NH:6][C:5]=1[C:15]1[C:16](=[O:25])[NH:17][C:18]2[C:23]([N:24]=1)=[CH:22][CH:21]=[CH:20][CH:19]=2)([O-:3])=[O:2].[N-:26]=[N+:27]=[N-:28].[Na+].[NH4+].[Cl-].O.